Predict the product of the given reaction. From a dataset of Forward reaction prediction with 1.9M reactions from USPTO patents (1976-2016). (1) Given the reactants [C:1]1([N:7]2[C:20](=[O:21])[C:19]3[C:14](=[CH:15][CH:16]=[CH:17][CH:18]=3)[C:13]3[CH:12]=[CH:11][CH:10]=[CH:9][C:8]2=3)[CH:6]=[CH:5][CH:4]=[CH:3][CH:2]=1.C1C(=O)N([Br:29])C(=O)C1.O, predict the reaction product. The product is: [Br:29][C:4]1[CH:3]=[CH:2][C:1]([N:7]2[C:20](=[O:21])[C:19]3[C:14](=[CH:15][CH:16]=[CH:17][CH:18]=3)[C:13]3[CH:12]=[CH:11][CH:10]=[CH:9][C:8]2=3)=[CH:6][CH:5]=1. (2) Given the reactants Br[CH2:2][C:3]1[CH:8]=[CH:7][CH:6]=[CH:5][C:4]=1[C:9](=[N:12][O:13][CH3:14])[C:10]#[N:11].[Cl:15][C:16]1[CH:17]=[C:18]([OH:22])[CH:19]=[CH:20][CH:21]=1.C(=O)([O-])[O-].[K+].[K+].C(OCC)C, predict the reaction product. The product is: [Cl:15][C:16]1[CH:17]=[C:18]([CH:19]=[CH:20][CH:21]=1)[O:22][CH2:2][C:3]1[CH:8]=[CH:7][CH:6]=[CH:5][C:4]=1[C:9](=[N:12][O:13][CH3:14])[C:10]#[N:11]. (3) Given the reactants C([O:8][C:9]1[CH:10]=[C:11]([C:20](=[O:28])[C:21]2[CH:26]=[CH:25][C:24]([CH3:27])=[CH:23][CH:22]=2)[CH:12]=[C:13]2[C:18]=1[N:17]=[CH:16][NH:15][C:14]2=[O:19])C1C=CC=CC=1.B(Br)(Br)Br, predict the reaction product. The product is: [OH:8][C:9]1[CH:10]=[C:11]([C:20](=[O:28])[C:21]2[CH:26]=[CH:25][C:24]([CH3:27])=[CH:23][CH:22]=2)[CH:12]=[C:13]2[C:18]=1[N:17]=[CH:16][NH:15][C:14]2=[O:19]. (4) Given the reactants [Cl:1][C:2]1[CH:3]=[C:4]([NH:9][C:10]2[C:15]([C:16]#[N:17])=[CH:14][N:13]=[C:12]3[S:18][C:19]4[CH2:20][NH:21][CH2:22][CH2:23][C:24]=4[C:11]=23)[CH:5]=[CH:6][C:7]=1[F:8].Cl.[CH3:26][N:27]([CH3:34])[CH2:28]/[CH:29]=[CH:30]/[C:31](O)=[O:32], predict the reaction product. The product is: [Cl:1][C:2]1[CH:3]=[C:4]([NH:9][C:10]2[C:15]([C:16]#[N:17])=[CH:14][N:13]=[C:12]3[S:18][C:19]4[CH2:20][N:21]([C:31](=[O:32])/[CH:30]=[CH:29]/[CH2:28][N:27]([CH3:34])[CH3:26])[CH2:22][CH2:23][C:24]=4[C:11]=23)[CH:5]=[CH:6][C:7]=1[F:8]. (5) Given the reactants Cl[C:2]1[CH:7]=[CH:6][C:5]([N+:8]([O-:10])=[O:9])=[CH:4][N:3]=1.[C:11]([C:13]([C:16]1[CH:17]=[C:18]([CH:31]=[CH:32][CH:33]=1)[C:19]([NH:21][C:22]1[CH:27]=[CH:26][C:25]([CH2:28][CH3:29])=[C:24]([OH:30])[CH:23]=1)=[O:20])([CH3:15])[CH3:14])#[N:12].C(=O)([O-])[O-].[K+].[K+], predict the reaction product. The product is: [C:11]([C:13]([C:16]1[CH:17]=[C:18]([CH:31]=[CH:32][CH:33]=1)[C:19]([NH:21][C:22]1[CH:27]=[CH:26][C:25]([CH2:28][CH3:29])=[C:24]([O:30][C:2]2[CH:7]=[CH:6][C:5]([N+:8]([O-:10])=[O:9])=[CH:4][N:3]=2)[CH:23]=1)=[O:20])([CH3:15])[CH3:14])#[N:12]. (6) The product is: [CH3:24][C:23]1[C:14]2=[C:13]3[C:18](=[CH:17][CH:16]=[C:15]2[O:19][CH2:20][CH2:21][N:22]=1)[N:10]([S:7]([C:1]1[CH:6]=[CH:5][CH:4]=[CH:3][CH:2]=1)(=[O:9])=[O:8])[CH:11]=[CH:12]3. Given the reactants [C:1]1([S:7]([N:10]2[C:18]3[C:13](=[CH:14][C:15]([O:19][CH2:20][CH2:21][NH:22][C:23](=O)[CH3:24])=[CH:16][CH:17]=3)[CH:12]=[CH:11]2)(=[O:9])=[O:8])[CH:6]=[CH:5][CH:4]=[CH:3][CH:2]=1.P(Cl)(Cl)(Cl)=O, predict the reaction product. (7) Given the reactants [OH:1][C:2]1([CH2:5][NH:6][C:7](=[O:13])[O:8][C:9]([CH3:12])([CH3:11])[CH3:10])[CH2:4][CH2:3]1.[C:14]([O-])([O-])=O.[Cs+].[Cs+].CI, predict the reaction product. The product is: [CH3:14][O:1][C:2]1([CH2:5][NH:6][C:7](=[O:13])[O:8][C:9]([CH3:10])([CH3:12])[CH3:11])[CH2:4][CH2:3]1. (8) Given the reactants [CH3:1][C:2]1[CH:7]=[CH:6][C:5]([S:8]([O:11][CH2:12][C@@H:13]2[O:35][C:17]3=[C:18]4[C:22](=[CH:23][CH:24]=[C:16]3[CH:15]=[CH:14]2)[N:21]([S:25]([C:28]2[CH:33]=[CH:32][C:31]([CH3:34])=[CH:30][CH:29]=2)(=[O:27])=[O:26])[CH:20]=[CH:19]4)(=[O:10])=[O:9])=[CH:4][CH:3]=1, predict the reaction product. The product is: [CH3:1][C:2]1[CH:3]=[CH:4][C:5]([S:8]([O:11][CH2:12][C@@H:13]2[O:35][C:17]3=[C:18]4[C:22](=[CH:23][CH:24]=[C:16]3[CH2:15][CH2:14]2)[N:21]([S:25]([C:28]2[CH:29]=[CH:30][C:31]([CH3:34])=[CH:32][CH:33]=2)(=[O:26])=[O:27])[CH:20]=[CH:19]4)(=[O:9])=[O:10])=[CH:6][CH:7]=1.